From a dataset of Full USPTO retrosynthesis dataset with 1.9M reactions from patents (1976-2016). Predict the reactants needed to synthesize the given product. (1) The reactants are: [OH:1][C:2]1[C:3]([O:20][CH3:21])=[C:4]([C:10]2[CH:18]=[CH:17][CH:16]=[C:15]3[C:11]=2[CH2:12][CH2:13][C:14]3=[O:19])[CH:5]=[CH:6][C:7]=1[O:8][CH3:9].C(=O)([O-])[O-].[K+].[K+].Br[CH2:29][C:30]([CH3:34])([CH3:33])[CH2:31][OH:32]. Given the product [OH:32][CH2:31][C:30]([CH3:34])([CH3:33])[CH2:29][O:1][C:2]1[C:3]([O:20][CH3:21])=[C:4]([C:10]2[CH:18]=[CH:17][CH:16]=[C:15]3[C:11]=2[CH2:12][CH2:13][C:14]3=[O:19])[CH:5]=[CH:6][C:7]=1[O:8][CH3:9], predict the reactants needed to synthesize it. (2) The reactants are: [CH3:1][N:2]1[C:6]([C:7]2[NH:8][CH:9]=[CH:10][CH:11]=2)=[N:5][N:4]=[C:3]1[SH:12].[Cl:13][CH2:14][CH2:15][CH2:16][N:17]1[CH2:25][C:24]2[C:19](=[CH:20][CH:21]=[C:22]([C:26](=[O:29])[CH2:27][CH3:28])[CH:23]=2)[CH2:18]1. Given the product [ClH:13].[CH3:1][N:2]1[C:6]([C:7]2[NH:8][CH:9]=[CH:10][CH:11]=2)=[N:5][N:4]=[C:3]1[S:12][CH2:14][CH2:15][CH2:16][N:17]1[CH2:25][C:24]2[C:19](=[CH:20][CH:21]=[C:22]([C:26](=[O:29])[CH2:27][CH3:28])[CH:23]=2)[CH2:18]1, predict the reactants needed to synthesize it.